This data is from Forward reaction prediction with 1.9M reactions from USPTO patents (1976-2016). The task is: Predict the product of the given reaction. (1) Given the reactants [NH2:1][C:2]1[CH:6]=[CH:5][S:4][C:3]=1[C:7]([O:9][CH3:10])=[O:8].N1C=CC=CC=1.[C:17]([C:21]1[CH:29]=[CH:28][C:24]([C:25](Cl)=[O:26])=[CH:23][CH:22]=1)([CH3:20])([CH3:19])[CH3:18], predict the reaction product. The product is: [C:17]([C:21]1[CH:22]=[CH:23][C:24]([C:25]([NH:1][C:2]2[CH:6]=[CH:5][S:4][C:3]=2[C:7]([O:9][CH3:10])=[O:8])=[O:26])=[CH:28][CH:29]=1)([CH3:20])([CH3:18])[CH3:19]. (2) The product is: [N:37]12[CH2:42][CH2:41][CH:40]([CH2:39][CH2:38]1)[C@@H:35]([NH:34][C:14]([C:12]1[S:13][C:9]([S:8][C:5]3[CH:4]=[CH:3][C:2]([Cl:1])=[CH:7][CH:6]=3)=[CH:10][CH:11]=1)=[O:16])[CH2:36]2. Given the reactants [Cl:1][C:2]1[CH:7]=[CH:6][C:5]([S:8][C:9]2[S:13][C:12]([C:14]([OH:16])=O)=[CH:11][CH:10]=2)=[CH:4][CH:3]=1.C1(OP(Cl)(OC2C=CC=CC=2)=O)C=CC=CC=1.[NH2:34][C@@H:35]1[CH:40]2[CH2:41][CH2:42][N:37]([CH2:38][CH2:39]2)[CH2:36]1.CO, predict the reaction product.